From a dataset of Catalyst prediction with 721,799 reactions and 888 catalyst types from USPTO. Predict which catalyst facilitates the given reaction. (1) Reactant: [Cl:1][C:2]1[CH:6]=[N:5][N:4]([CH:7]([CH3:9])[CH3:8])[C:3]=1[C:10]1[CH:11]=[C:12]([NH2:18])[CH:13]=[CH:14][C:15]=1[O:16][CH3:17].[F:19][C:20]1[CH:25]=[CH:24][C:23]([N:26]=[C:27]=[O:28])=[CH:22][CH:21]=1. Product: [Cl:1][C:2]1[CH:6]=[N:5][N:4]([CH:7]([CH3:9])[CH3:8])[C:3]=1[C:10]1[CH:11]=[C:12]([NH:18][C:27]([NH:26][C:23]2[CH:24]=[CH:25][C:20]([F:19])=[CH:21][CH:22]=2)=[O:28])[CH:13]=[CH:14][C:15]=1[O:16][CH3:17]. The catalyst class is: 2. (2) Reactant: [CH3:1][O:2][C:3](=[O:13])[CH:4](Br)[C:5]1[CH:10]=[CH:9][CH:8]=[C:7]([F:11])[CH:6]=1.CCN(C(C)C)C(C)C.[NH2:23][C:24]1[CH:29]=[CH:28][CH:27]=[CH:26][CH:25]=1. Product: [CH3:1][O:2][C:3](=[O:13])[CH:4]([C:5]1[CH:10]=[CH:9][CH:8]=[C:7]([F:11])[CH:6]=1)[NH:23][C:24]1[CH:29]=[CH:28][CH:27]=[CH:26][CH:25]=1. The catalyst class is: 10. (3) The catalyst class is: 4. Reactant: C(O)(C(F)(F)F)=O.[Cl:8][C:9]1[CH:14]=[CH:13][C:12]([CH:15]([NH:19][C:20]([C:22]2([NH:37]C(=O)OC(C)(C)C)[CH2:27][CH2:26][N:25]([C:28]3[C:29]4[CH:36]=[CH:35][NH:34][C:30]=4[N:31]=[CH:32][N:33]=3)[CH2:24][CH2:23]2)=[O:21])[CH2:16][CH2:17][OH:18])=[CH:11][CH:10]=1. Product: [NH2:37][C:22]1([C:20]([NH:19][CH:15]([C:12]2[CH:11]=[CH:10][C:9]([Cl:8])=[CH:14][CH:13]=2)[CH2:16][CH2:17][OH:18])=[O:21])[CH2:23][CH2:24][N:25]([C:28]2[C:29]3[CH:36]=[CH:35][NH:34][C:30]=3[N:31]=[CH:32][N:33]=2)[CH2:26][CH2:27]1. (4) Reactant: [NH2:1][C:2]1[C:3]([C:12]([NH:14][C@H:15]([C:22]([O:24][CH3:25])=[O:23])[CH2:16][O:17][C:18]([CH3:21])([CH3:20])[CH3:19])=[O:13])=[CH:4][C:5]2[C:10]([CH:11]=1)=[CH:9][CH:8]=[CH:7][CH:6]=2.[N:26]([C:29]1[C:34]([CH3:35])=[CH:33][C:32]([CH3:36])=[CH:31][C:30]=1[CH3:37])=[C:27]=[O:28]. Product: [CH3:21][C:18]([O:17][CH2:16][C@@H:15]([C:22]([O:24][CH3:25])=[O:23])[NH:14][C:12]([C:3]1[C:2]([NH:1][C:27]([NH:26][C:29]2[C:30]([CH3:37])=[CH:31][C:32]([CH3:36])=[CH:33][C:34]=2[CH3:35])=[O:28])=[CH:11][C:10]2[C:5](=[CH:6][CH:7]=[CH:8][CH:9]=2)[CH:4]=1)=[O:13])([CH3:19])[CH3:20]. The catalyst class is: 17. (5) Reactant: Cl[C:2]1[N:11]=[CH:10][C:9]([CH:12]([F:14])[F:13])=[CH:8][C:3]=1[C:4]([O:6]C)=[O:5].Cl.[F:16][C:17]1([F:22])[CH2:20][CH:19]([NH2:21])[CH2:18]1.C(N(CC)CC)C.[OH-].[Li+]. Product: [F:16][C:17]1([F:22])[CH2:20][CH:19]([NH:21][C:2]2[N:11]=[CH:10][C:9]([CH:12]([F:14])[F:13])=[CH:8][C:3]=2[C:4]([OH:6])=[O:5])[CH2:18]1. The catalyst class is: 10. (6) Reactant: [NH2:1][C:2]1[CH:3]=[C:4]([C:9]2[C:18]([N:19]3[CH2:23][CH2:22][CH2:21][C@@H:20]3[CH3:24])=[N:17][C:16]3[C:11](=[CH:12][CH:13]=[C:14]([C:25]([O:27][CH3:28])=[O:26])[CH:15]=3)[N:10]=2)[CH:5]=[CH:6][C:7]=1[NH2:8].[N:29]([O-])=O.[Na+]. The catalyst class is: 126. Product: [NH:8]1[C:7]2[CH:6]=[CH:5][C:4]([C:9]3[C:18]([N:19]4[CH2:23][CH2:22][CH2:21][C@@H:20]4[CH3:24])=[N:17][C:16]4[C:11](=[CH:12][CH:13]=[C:14]([C:25]([O:27][CH3:28])=[O:26])[CH:15]=4)[N:10]=3)=[CH:3][C:2]=2[N:1]=[N:29]1. (7) Reactant: [C:1]([O:5][C@@H:6]([C:11]1[C:12]([CH3:33])=[N:13][C:14]2[N:15]([N:23]=[C:24]([C:26]3[CH:31]=[CH:30][CH:29]=[C:28]([Cl:32])[CH:27]=3)[CH:25]=2)[C:16]=1[CH:17]1[CH2:22][CH2:21][CH2:20][CH2:19][CH2:18]1)[C:7]([O:9]C)=[O:8])([CH3:4])([CH3:3])[CH3:2].[OH-].[Na+].Cl. Product: [C:1]([O:5][C@@H:6]([C:11]1[C:12]([CH3:33])=[N:13][C:14]2[N:15]([N:23]=[C:24]([C:26]3[CH:31]=[CH:30][CH:29]=[C:28]([Cl:32])[CH:27]=3)[CH:25]=2)[C:16]=1[CH:17]1[CH2:18][CH2:19][CH2:20][CH2:21][CH2:22]1)[C:7]([OH:9])=[O:8])([CH3:4])([CH3:3])[CH3:2]. The catalyst class is: 275. (8) Reactant: [Cl:1][C:2]1[CH:17]=[CH:16][C:5]([O:6][C:7]2[CH:12]=[CH:11][C:10]([N+:13]([O-])=O)=[CH:9][CH:8]=2)=[CH:4][C:3]=1[CH2:18][CH3:19].C[N:21]([CH:23]=O)C.Br[CH2:26][C:27]([C:29]1[CH:34]=[CH:33][C:32]([O:35][CH2:36][CH2:37][CH2:38][N:39]([CH2:42][CH3:43])[CH2:40][CH3:41])=[CH:31][CH:30]=1)=O. Product: [CH2:17]([C:23]1[N:13]([C:10]2[CH:11]=[CH:12][C:7]([O:6][C:5]3[CH:16]=[CH:17][C:2]([Cl:1])=[C:3]([CH2:18][CH3:19])[CH:4]=3)=[CH:8][CH:9]=2)[CH:26]=[C:27]([C:29]2[CH:34]=[CH:33][C:32]([O:35][CH2:36][CH2:37][CH2:38][N:39]([CH2:42][CH3:43])[CH2:40][CH3:41])=[CH:31][CH:30]=2)[N:21]=1)[CH2:2][CH2:3][CH3:4]. The catalyst class is: 238.